This data is from Full USPTO retrosynthesis dataset with 1.9M reactions from patents (1976-2016). The task is: Predict the reactants needed to synthesize the given product. (1) The reactants are: [O:1]1[CH2:6][CH2:5][CH2:4][O:3][CH:2]1[CH2:7][OH:8].[CH2:9](OCC(=O)C)C1C=CC=CC=1. Given the product [CH3:9][C:2]1([CH2:7][OH:8])[O:3][CH2:4][CH2:5][CH2:6][O:1]1, predict the reactants needed to synthesize it. (2) Given the product [C:1]([C:3]1[C:8]2[S:9][C:10]3[CH:19]=[CH:18][C:17]([CH2:20][OH:21])=[CH:16][C:11]=3[N:12]([CH2:13][O:14][CH3:15])[C:7]=2[N:6]=[CH:5][CH:4]=1)#[N:2], predict the reactants needed to synthesize it. The reactants are: [C:1]([C:3]1[C:8]2[S:9][C:10]3[CH:19]=[CH:18][C:17]([C:20](OC)=[O:21])=[CH:16][C:11]=3[N:12]([CH2:13][O:14][CH3:15])[C:7]=2[N:6]=[CH:5][CH:4]=1)#[N:2].[BH4-].[Li+]. (3) The reactants are: [Cl:1][C:2]1[CH:10]=[C:9]([N+:11]([O-:13])=[O:12])[CH:8]=[CH:7][C:3]=1[C:4](Cl)=[O:5].Cl.[CH3:15][O:16][NH:17][CH3:18].N1C=CC=CC=1.CCOCC. Given the product [CH3:15][O:16][N:17]([CH3:18])[C:4](=[O:5])[C:3]1[CH:7]=[CH:8][C:9]([N+:11]([O-:13])=[O:12])=[CH:10][C:2]=1[Cl:1], predict the reactants needed to synthesize it. (4) Given the product [CH3:23][N:2]([CH3:1])[C:3]([C:4]1[CH:9]=[CH:8][C:7]([CH:10]2[CH:30]([C:26]3[N:25]([CH3:24])[CH:29]=[CH:28][N:27]=3)[C:14](=[O:15])[C:13]3[C:17]([C:16]([O:35][CH2:33][CH3:34])=[O:21])=[CH:18][CH:19]=[CH:20][C:12]=3[NH:11]2)=[CH:6][CH:5]=1)=[O:22], predict the reactants needed to synthesize it. The reactants are: [CH3:1][N:2]([CH3:23])[C:3](=[O:22])[C:4]1[CH:9]=[CH:8][C:7](/[CH:10]=[N:11]/[C:12]2[CH:20]=[CH:19][CH:18]=[C:17]3[C:13]=2[CH2:14][O:15][C:16]3=[O:21])=[CH:6][CH:5]=1.[CH3:24][N:25]1[CH:29]=[CH:28][N:27]=[C:26]1[CH:30]=O.[Na].[CH2:33]([OH:35])[CH3:34].